From a dataset of Forward reaction prediction with 1.9M reactions from USPTO patents (1976-2016). Predict the product of the given reaction. Given the reactants I[C:2]1[CH:11]=[CH:10][C:5]([C:6]([O:8][CH3:9])=[O:7])=[CH:4][CH:3]=1.C([Mg]Cl)(C)C.[CH2:17]1[CH:21]2[CH2:22][C:23](=[O:24])[CH:19]([CH2:20]2)[CH2:18]1.[Cl-].[NH4+], predict the reaction product. The product is: [OH:24][C:23]1([C:2]2[CH:11]=[CH:10][C:5]([C:6]([O:8][CH3:9])=[O:7])=[CH:4][CH:3]=2)[CH2:22][CH:21]2[CH2:20][CH:19]1[CH2:18][CH2:17]2.